From a dataset of Reaction yield outcomes from USPTO patents with 853,638 reactions. Predict the reaction yield, written as a fraction of the theoretical maximum amount of product (1.0 means a 100% yield; for example, 0.34 means a 34% yield). (1) The reactants are [H-].[Na+].[Si:3]([O:10][CH2:11][CH2:12][CH2:13][C@@:14]1([C:36]2[CH:41]=[CH:40][C:39]([F:42])=[CH:38][CH:37]=2)[O:19][C:18](=[O:20])[N:17]([C@H:21]([C:23]2[CH:28]=[CH:27][C:26]([C:29]3[CH:34]=[CH:33][C:32](=[O:35])[NH:31][CH:30]=3)=[CH:25][CH:24]=2)[CH3:22])[CH2:16][CH2:15]1)([C:6]([CH3:9])([CH3:8])[CH3:7])([CH3:5])[CH3:4].[CH3:43]I. The catalyst is C1COCC1. The product is [Si:3]([O:10][CH2:11][CH2:12][CH2:13][C@@:14]1([C:36]2[CH:37]=[CH:38][C:39]([F:42])=[CH:40][CH:41]=2)[O:19][C:18](=[O:20])[N:17]([C@H:21]([C:23]2[CH:24]=[CH:25][C:26]([C:29]3[CH:34]=[CH:33][C:32](=[O:35])[N:31]([CH3:43])[CH:30]=3)=[CH:27][CH:28]=2)[CH3:22])[CH2:16][CH2:15]1)([C:6]([CH3:7])([CH3:8])[CH3:9])([CH3:4])[CH3:5]. The yield is 1.00. (2) The reactants are [Cl:1][C:2]1[CH:8]=[C:7]([O:9][CH3:10])[C:6]([F:11])=[CH:5][C:3]=1N.Cl.NC1C=CC=CC=1.N([O-])=O.[Na+].[I-:24].[K+]. The catalyst is O.ClCCl. The product is [Cl:1][C:2]1[CH:8]=[C:7]([O:9][CH3:10])[C:6]([F:11])=[CH:5][C:3]=1[I:24]. The yield is 0.920. (3) The reactants are [Li+].C[CH:3]([N-:5][CH:6]([CH3:8])[CH3:7])[CH3:4].COC(C#N)=O.[CH2:15]1[CH2:19]OC[CH2:16]1. No catalyst specified. The product is [NH:5]1[C:6]2[C:7](=[CH:16][CH:15]=[CH:19][CH:8]=2)[CH:4]=[CH:3]1. The yield is 0.280. (4) The reactants are Br[C:2]1[C:3]([F:19])=[CH:4][C:5]2[O:11][CH2:10][CH2:9][N:8]3[CH:12]=[C:13]([C:15]([NH2:17])=[O:16])[N:14]=[C:7]3[C:6]=2[CH:18]=1.[N:20]1[CH:25]=[CH:24][CH:23]=[CH:22][C:21]=1[C:26]([OH:30])([C:28]#[CH:29])[CH3:27]. No catalyst specified. The product is [F:19][C:3]1[C:2]([C:29]#[C:28][C:26]([OH:30])([C:21]2[CH:22]=[CH:23][CH:24]=[CH:25][N:20]=2)[CH3:27])=[CH:18][C:6]2[C:7]3[N:8]([CH:12]=[C:13]([C:15]([NH2:17])=[O:16])[N:14]=3)[CH2:9][CH2:10][O:11][C:5]=2[CH:4]=1. The yield is 0.300. (5) The reactants are [F:1][C:2]1[CH:7]=[C:6]([N+:8]([O-:10])=[O:9])[CH:5]=[CH:4][C:3]=1[CH:11]([C:16]([O:18][CH3:19])=[O:17])[C:12]([O:14][CH3:15])=[O:13].[C:20]([O:24][CH3:25])(=[O:23])[CH:21]=[CH2:22].C[O-].[Na+]. The catalyst is CO.ClCCl. The product is [F:1][C:2]1[CH:7]=[C:6]([N+:8]([O-:10])=[O:9])[CH:5]=[CH:4][C:3]=1[C:11]([C:16]([O:18][CH3:19])=[O:17])([C:12]([O:14][CH3:15])=[O:13])[CH2:22][CH2:21][C:20]([O:24][CH3:25])=[O:23]. The yield is 0.850. (6) The reactants are [Mg].II.Cl[CH2:5][CH2:6][CH2:7][CH2:8][O:9][CH3:10].[CH:11]1([CH2:14][O:15][C:16]2[C:36]([F:37])=[CH:35][CH:34]=[CH:33][C:17]=2[C:18]([C@@H:20]2[CH2:25][CH2:24][CH2:23][N:22]([C:26]([O:28][C:29]([CH3:32])([CH3:31])[CH3:30])=[O:27])[CH2:21]2)=[O:19])[CH2:13][CH2:12]1. The catalyst is C1COCC1. The product is [CH:11]1([CH2:14][O:15][C:16]2[C:36]([F:37])=[CH:35][CH:34]=[CH:33][C:17]=2[C@:18]([C@@H:20]2[CH2:25][CH2:24][CH2:23][N:22]([C:26]([O:28][C:29]([CH3:31])([CH3:32])[CH3:30])=[O:27])[CH2:21]2)([OH:19])[CH2:5][CH2:6][CH2:7][CH2:8][O:9][CH3:10])[CH2:12][CH2:13]1. The yield is 0.910. (7) The reactants are Br[C:2]1[CH:3]=[N:4][N:5]([C:18]2[CH:23]=[CH:22][C:21]([F:24])=[CH:20][CH:19]=2)[C:6]=1[C:7]1[CH:17]=[CH:16][C:10]2[O:11][CH2:12][C:13](=[O:15])[NH:14][C:9]=2[CH:8]=1.[CH2:25]([Li])CCC.IC.O. The catalyst is C1COCC1. The product is [F:24][C:21]1[CH:22]=[CH:23][C:18]([N:5]2[C:6]([C:7]3[CH:17]=[CH:16][C:10]4[O:11][CH2:12][C:13](=[O:15])[NH:14][C:9]=4[CH:8]=3)=[C:2]([CH3:25])[CH:3]=[N:4]2)=[CH:19][CH:20]=1. The yield is 0.170. (8) The reactants are [F:1][C:2]1[CH:3]=[CH:4][C:5]([CH:8]=O)=[N:6][CH:7]=1.Cl.[NH2:11][OH:12].[OH-].[Na+].Cl. The catalyst is C(O)C.O. The product is [F:1][C:2]1[CH:3]=[CH:4][C:5]([CH:8]=[N:11][OH:12])=[N:6][CH:7]=1. The yield is 0.790. (9) The reactants are C1(P(C2CCCCC2)C2CCCCC2)CCCCC1.[F-].[Cs+].[N:22]1([CH2:28][CH2:29][O:30][C:31]2[CH:59]=[CH:58][C:34]([O:35][C:36]3[C:45](OS(C(F)(F)F)(=O)=O)=[CH:44][CH:43]=[C:42]4[C:37]=3[CH:38]=[CH:39][C:40]([O:54][C:55](=[O:57])[CH3:56])=[CH:41]4)=[CH:33][CH:32]=2)[CH2:27][CH2:26][CH2:25][CH2:24][CH2:23]1.B1(B2OCC(C)(C)CO2)OCC(C)(C)CO1.[CH3:76][S:77]([C:80]1[CH:85]=[CH:84][C:83](OS(C(F)(F)F)(=O)=O)=[CH:82][C:81]=1[O:94][CH3:95])(=[O:79])=[O:78]. The catalyst is CC#N.CC([O-])=O.CC([O-])=O.[Pd+2].O. The product is [CH3:76][S:77]([C:80]1[CH:85]=[CH:84][C:83]([C:45]2[C:36]([O:35][C:34]3[CH:58]=[CH:59][C:31]([O:30][CH2:29][CH2:28][N:22]4[CH2:23][CH2:24][CH2:25][CH2:26][CH2:27]4)=[CH:32][CH:33]=3)=[C:37]3[C:42](=[CH:43][CH:44]=2)[CH:41]=[C:40]([O:54][C:55](=[O:57])[CH3:56])[CH:39]=[CH:38]3)=[CH:82][C:81]=1[O:94][CH3:95])(=[O:79])=[O:78]. The yield is 0.330. (10) The reactants are [CH3:1][C:2]1[C:3]([N:10]2[N:14]=[CH:13][CH:12]=[N:11]2)=[C:4]([CH:7]=[CH:8][CH:9]=1)[C:5]#N.[OH-:15].[Na+].C[OH:18]. The catalyst is O. The product is [CH3:1][C:2]1[C:3]([N:10]2[N:14]=[CH:13][CH:12]=[N:11]2)=[C:4]([CH:7]=[CH:8][CH:9]=1)[C:5]([OH:18])=[O:15]. The yield is 0.780.